Task: Predict the reaction yield, written as a fraction of the theoretical maximum amount of product (1.0 means a 100% yield; for example, 0.34 means a 34% yield).. Dataset: Reaction yield outcomes from USPTO patents with 853,638 reactions (1) The reactants are [N:1]1[C:6]2[S:7][CH:8]=[CH:9][C:5]=2[C:4](=O)[NH:3][CH:2]=1.P(Cl)(Cl)([Cl:13])=O. The catalyst is ClCCCl. The product is [Cl:13][C:4]1[C:5]2[CH:9]=[CH:8][S:7][C:6]=2[N:1]=[CH:2][N:3]=1. The yield is 0.290. (2) The reactants are [CH:1]([N:4]1[CH2:9][CH2:8][CH:7]([O:10][C:11]2[CH:19]=[CH:18][C:17]3[N:16]4[CH2:20][CH2:21][NH:22][C:23](=[O:24])[C:15]4=[CH:14][C:13]=3[CH:12]=2)[CH2:6][CH2:5]1)([CH3:3])[CH3:2].[CH:25]([NH:28][C:29](=[O:32])[CH2:30]Cl)([CH3:27])[CH3:26].[H-].[Na+]. No catalyst specified. The product is [CH:25]([NH:28][C:29](=[O:32])[CH2:30][N:22]1[CH2:21][CH2:20][N:16]2[C:17]3[CH:18]=[CH:19][C:11]([O:10][CH:7]4[CH2:8][CH2:9][N:4]([CH:1]([CH3:3])[CH3:2])[CH2:5][CH2:6]4)=[CH:12][C:13]=3[CH:14]=[C:15]2[C:23]1=[O:24])([CH3:27])[CH3:26]. The yield is 0.790. (3) The catalyst is CN1CCCC1=O. The product is [CH2:2]([C:4]1[S:24][C:7]2[N:8]=[C:9]([S:18][CH2:19][C:20]([O:22][CH3:23])=[O:21])[N:10]=[C:11]([N:12]3[CH2:17][CH2:16][N:15]([C:38](=[O:39])[CH2:37][CH2:36][O:35][CH3:34])[CH2:14][CH2:13]3)[C:6]=2[CH:5]=1)[CH3:3]. The reactants are Cl.[CH2:2]([C:4]1[S:24][C:7]2[N:8]=[C:9]([S:18][CH2:19][C:20]([O:22][CH3:23])=[O:21])[N:10]=[C:11]([N:12]3[CH2:17][CH2:16][NH:15][CH2:14][CH2:13]3)[C:6]=2[CH:5]=1)[CH3:3].C(N(C(C)C)CC)(C)C.[CH3:34][O:35][CH2:36][CH2:37][C:38](Cl)=[O:39]. The yield is 0.350.